From a dataset of Forward reaction prediction with 1.9M reactions from USPTO patents (1976-2016). Predict the product of the given reaction. (1) Given the reactants [NH2:1][C:2]1[C:7]([C:8]2[O:12][N:11]=[C:10]([CH2:13][C:14]3[CH:19]=[CH:18][C:17]([OH:20])=[CH:16][CH:15]=3)[CH:9]=2)=[CH:6][CH:5]=[CH:4][N:3]=1.O1CCCC1.[OH-].[Na+].Cl[CH2:29][C:30]1[S:31][CH:32]=[CH:33][N:34]=1, predict the reaction product. The product is: [S:31]1[CH:32]=[CH:33][N:34]=[C:30]1[CH2:29][O:20][C:17]1[CH:18]=[CH:19][C:14]([CH2:13][C:10]2[CH:9]=[C:8]([C:7]3[C:2]([NH2:1])=[N:3][CH:4]=[CH:5][CH:6]=3)[O:12][N:11]=2)=[CH:15][CH:16]=1. (2) Given the reactants [H-].[Al+3].[Li+].[H-].[H-].[H-].[CH:7]1([CH2:10][N:11]2[C:15]3[CH:16]=[CH:17][C:18]([S:20]([C:23]([CH3:29])([CH3:28])[C:24](OC)=[O:25])(=[O:22])=[O:21])=[CH:19][C:14]=3[N:13]=[C:12]2[CH2:30][C:31]([CH3:34])([CH3:33])[CH3:32])[CH2:9][CH2:8]1.[F-].[K+].O.O.O.O.O.O.O.O.O.O.S([O-])([O-])(=O)=O.[Na+].[Na+], predict the reaction product. The product is: [CH:7]1([CH2:10][N:11]2[C:15]3[CH:16]=[CH:17][C:18]([S:20]([C:23]([CH3:28])([CH3:29])[CH2:24][OH:25])(=[O:22])=[O:21])=[CH:19][C:14]=3[N:13]=[C:12]2[CH2:30][C:31]([CH3:34])([CH3:33])[CH3:32])[CH2:8][CH2:9]1. (3) Given the reactants [NH2:1][C:2]1[C:3](=[O:16])[NH:4][C:5](=[S:15])[N:6]([CH2:9][C:10]2[CH:14]=[CH:13][NH:12][N:11]=2)[C:7]=1[NH2:8].[C:17](O)(=O)C.C(N)=N, predict the reaction product. The product is: [NH:12]1[CH:13]=[CH:14][C:10]([CH2:9][N:6]2[C:7]3[N:8]=[CH:17][NH:1][C:2]=3[C:3](=[O:16])[NH:4][C:5]2=[S:15])=[N:11]1. (4) The product is: [Br:6][C:7]1[CH:18]=[CH:17][C:10]([C:11](=[O:12])[CH3:1])=[C:9]([F:19])[CH:8]=1. Given the reactants [CH3:1]I.C[Mg]I.[Br:6][C:7]1[CH:18]=[CH:17][C:10]([C:11](N(OC)C)=[O:12])=[C:9]([F:19])[CH:8]=1, predict the reaction product. (5) Given the reactants [F:1][C:2]([F:13])([F:12])[C:3]1[N:4]=[CH:5][C:6]([C:9]([OH:11])=O)=[N:7][CH:8]=1.ClC(N(C)C)=C(C)C.C(N(C(C)C)C(C)C)C.[C:31]([O:35][C:36]([N:38]1[CH2:43][CH2:42][O:41][C@H:40]([C:44]2[CH:49]=[CH:48][C:47]([NH2:50])=[CH:46][C:45]=2[F:51])[CH2:39]1)=[O:37])([CH3:34])([CH3:33])[CH3:32], predict the reaction product. The product is: [C:31]([O:35][C:36]([N:38]1[CH2:43][CH2:42][O:41][C@H:40]([C:44]2[CH:49]=[CH:48][C:47]([NH:50][C:9]([C:6]3[CH:5]=[N:4][C:3]([C:2]([F:1])([F:13])[F:12])=[CH:8][N:7]=3)=[O:11])=[CH:46][C:45]=2[F:51])[CH2:39]1)=[O:37])([CH3:34])([CH3:32])[CH3:33]. (6) Given the reactants O/[N:2]=[CH:3]/[C:4]1[CH:9]=[CH:8][C:7]([C@@H:10]2[O:15][CH2:14][CH2:13][N:12]([C:16]([O:18][C:19]([CH3:22])([CH3:21])[CH3:20])=[O:17])[CH2:11]2)=[CH:6][CH:5]=1, predict the reaction product. The product is: [NH2:2][CH2:3][C:4]1[CH:5]=[CH:6][C:7]([C@@H:10]2[O:15][CH2:14][CH2:13][N:12]([C:16]([O:18][C:19]([CH3:22])([CH3:21])[CH3:20])=[O:17])[CH2:11]2)=[CH:8][CH:9]=1.